The task is: Predict the reactants needed to synthesize the given product.. This data is from Full USPTO retrosynthesis dataset with 1.9M reactions from patents (1976-2016). (1) Given the product [C:11]([C:6]1[CH:5]=[C:4]2[C:9](=[CH:8][CH:7]=1)[NH:1][C:2](=[O:10])[CH2:3]2)(=[O:13])[CH3:12], predict the reactants needed to synthesize it. The reactants are: [NH:1]1[C:9]2[C:4](=[CH:5][CH:6]=[CH:7][CH:8]=2)[CH2:3][C:2]1=[O:10].[C:11](Cl)(=[O:13])[CH3:12].O. (2) Given the product [Cl:1][C:2]1[N:10]=[C:9]2[C:5]([N:6]=[CH:7][N:8]2[CH2:17][CH:14]2[CH2:15][CH2:16][O:12][CH2:13]2)=[C:4]([Cl:11])[N:3]=1, predict the reactants needed to synthesize it. The reactants are: [Cl:1][C:2]1[N:10]=[C:9]2[C:5]([NH:6][CH:7]=[N:8]2)=[C:4]([Cl:11])[N:3]=1.[O:12]1[CH2:16][CH2:15][CH:14]([CH2:17]O)[CH2:13]1.C1(P(C2C=CC=CC=2)C2C=CC=CC=2)C=CC=CC=1.N(C(OC(C)C)=O)=NC(OC(C)C)=O. (3) Given the product [OH:3][C:4]1[C:5]([CH3:23])=[C:6]2[C:11](=[C:12]([CH3:15])[C:13]=1[CH3:14])[O:10][C:9]([C:16](=[O:17])[CH3:1])([CH3:20])[CH2:8][CH2:7]2, predict the reactants needed to synthesize it. The reactants are: [CH3:1][Li].[OH:3][C:4]1[C:5]([CH3:23])=[C:6]2[C:11](=[C:12]([CH3:15])[C:13]=1[CH3:14])[O:10][C:9]([CH3:20])([C:16](NC)=[O:17])[CH:8](OC)[CH2:7]2.[NH4+].[Cl-]. (4) Given the product [N:3]1([C:9]2[N:10]=[C:11]([CH2:16][C:17]([NH:19][C:20]3[CH:21]=[C:22]([CH:27]=[CH:28][CH:29]=3)[C:23]([OH:25])=[O:24])=[O:18])[NH:12][C:13](=[O:15])[CH:14]=2)[CH2:8][CH2:7][O:6][CH2:5][CH2:4]1, predict the reactants needed to synthesize it. The reactants are: [OH-].[Na+].[N:3]1([C:9]2[N:10]=[C:11]([CH2:16][C:17]([NH:19][C:20]3[CH:21]=[C:22]([CH:27]=[CH:28][CH:29]=3)[C:23]([O:25]C)=[O:24])=[O:18])[NH:12][C:13](=[O:15])[CH:14]=2)[CH2:8][CH2:7][O:6][CH2:5][CH2:4]1. (5) Given the product [F:26][C:25]([F:28])([F:27])[C:22]1[CH:23]=[CH:24][C:19]([CH2:18][C:15]2[CH:16]=[CH:17][C:12]([O:11][C:9]([N:40]3[CH2:41][CH2:42][CH:37]([CH2:36][C:32]4[CH:31]=[C:30]([CH3:29])[CH:35]=[CH:34][N:33]=4)[CH2:38][CH2:39]3)=[O:10])=[CH:13][CH:14]=2)=[CH:20][CH:21]=1, predict the reactants needed to synthesize it. The reactants are: C(O)(C(F)(F)F)=O.Cl[C:9]([O:11][C:12]1[CH:17]=[CH:16][C:15]([CH2:18][C:19]2[CH:24]=[CH:23][C:22]([C:25]([F:28])([F:27])[F:26])=[CH:21][CH:20]=2)=[CH:14][CH:13]=1)=[O:10].[CH3:29][C:30]1[CH:35]=[CH:34][N:33]=[C:32]([CH2:36][CH:37]2[CH2:42][CH2:41][NH:40][CH2:39][CH2:38]2)[CH:31]=1. (6) The reactants are: [Cl:1][C:2]1[CH2:8][CH2:7][N:6]([CH2:9][C:10]2[CH:15]=[CH:14][CH:13]=[CH:12][CH:11]=2)[CH2:5][CH2:4][C:3]=1[CH:16]=O.Cl.[NH2:19][OH:20]. Given the product [Cl:1][C:2]1[CH2:8][CH2:7][N:6]([CH2:9][C:10]2[CH:15]=[CH:14][CH:13]=[CH:12][CH:11]=2)[CH2:5][CH2:4][C:3]=1[CH:16]=[N:19][OH:20], predict the reactants needed to synthesize it.